Dataset: Full USPTO retrosynthesis dataset with 1.9M reactions from patents (1976-2016). Task: Predict the reactants needed to synthesize the given product. (1) Given the product [CH3:1][O:2][C:3](=[O:22])[C:4]1[CH:9]=[CH:8][C:7]([C:10]([F:13])([F:12])[F:11])=[C:6]([CH2:23][CH:24]([CH3:30])[CH3:25])[CH:5]=1, predict the reactants needed to synthesize it. The reactants are: [CH3:1][O:2][C:3](=[O:22])[C:4]1[CH:9]=[CH:8][C:7]([C:10]([F:13])([F:12])[F:11])=[C:6](OS(C(F)(F)F)(=O)=O)[CH:5]=1.[CH3:23][CH:24]([CH3:30])[CH2:25]OB(O)O.C(=O)([O-])[O-].[Cs+].[Cs+]. (2) Given the product [Cl:14][C:10]1[CH:9]=[C:8]([C:6]2[N:7]=[C:2]([NH:32][C:31]3[CH:33]=[CH:34][C:35]([O:36][CH3:37])=[C:29]([O:28][CH3:27])[CH:30]=3)[C:3]3[NH:17][N:16]=[CH:15][C:4]=3[N:5]=2)[CH:13]=[CH:12][CH:11]=1, predict the reactants needed to synthesize it. The reactants are: Cl[C:2]1[C:3]2[C:4](=[CH:15][N:16](CC3C=CC(OC)=CC=3)[N:17]=2)[N:5]=[C:6]([C:8]2[CH:13]=[CH:12][CH:11]=[C:10]([Cl:14])[CH:9]=2)[N:7]=1.[CH3:27][O:28][C:29]1[CH:30]=[C:31]([CH:33]=[CH:34][C:35]=1[O:36][CH3:37])[NH2:32].Cl. (3) The reactants are: [H-].[Na+].[CH2:3]([O:5][C:6]([C:8]1[NH:9][CH:10]=[C:11]([CH3:19])[C:12]=1[C:13]1[CH:18]=[CH:17][CH:16]=[CH:15][CH:14]=1)=[O:7])[CH3:4].[CH3:20]I.[Na+].[Cl-]. Given the product [CH2:3]([O:5][C:6]([C:8]1[N:9]([CH3:20])[CH:10]=[C:11]([CH3:19])[C:12]=1[C:13]1[CH:18]=[CH:17][CH:16]=[CH:15][CH:14]=1)=[O:7])[CH3:4], predict the reactants needed to synthesize it. (4) Given the product [N:5]([C:4]1[CH:6]=[C:7]([N+:12]([O-:14])=[O:13])[C:8]([O:10][CH3:11])=[CH:9][C:3]=1[O:2][CH3:1])=[C:15]=[O:16], predict the reactants needed to synthesize it. The reactants are: [CH3:1][O:2][C:3]1[CH:9]=[C:8]([O:10][CH3:11])[C:7]([N+:12]([O-:14])=[O:13])=[CH:6][C:4]=1[NH2:5].[CH3:15][O:16]C1C=C(OC)C([N+]([O-])=O)=CC=1[N+]([O-])=O.C(Cl)(Cl)=O. (5) The reactants are: [NH2:1][C:2]12[C:20](=[O:21])[C:19]3[C:14](=[CH:15][CH:16]=[CH:17][C:18]=3[NH:22][C:23](=[O:25])[CH3:24])[C:3]1([OH:26])[O:4][C:5]1[CH:10]=[C:9]([CH:11]([CH3:13])[CH3:12])[CH:8]=[CH:7][C:6]=12.[C:27](O)(=[O:29])[CH3:28]. Given the product [OH:26][C:3]12[C:14]3[C:19](=[C:18]([NH:22][C:23](=[O:25])[CH3:24])[CH:17]=[CH:16][CH:15]=3)[C:20](=[O:21])[C:2]1([NH:1][C:27](=[O:29])[CH3:28])[C:6]1[CH:7]=[CH:8][C:9]([CH:11]([CH3:13])[CH3:12])=[CH:10][C:5]=1[O:4]2, predict the reactants needed to synthesize it. (6) The reactants are: [C:1]([C:3]1[CH:8]=[CH:7][N:6]=[C:5]([NH:9][C:10](=[O:42])[C:11]2[CH:16]=[CH:15][C:14]([O:17][C:18]3[CH:23]=[CH:22][N:21]=[C:20]4[N:24]([CH2:33][C:34]5[CH:39]=[CH:38][C:37]([O:40][CH3:41])=[CH:36][CH:35]=5)[N:25]=[C:26]([NH:27][C@@H:28]5[CH2:32][CH2:31][NH:30][CH2:29]5)[C:19]=34)=[CH:13][CH:12]=2)[CH:4]=1)#[N:2].Cl.[CH:44]1([N:47]([CH3:54])[CH2:48]/[CH:49]=[CH:50]/[C:51](O)=[O:52])[CH2:46][CH2:45]1. Given the product [C:1]([C:3]1[CH:8]=[CH:7][N:6]=[C:5]([NH:9][C:10](=[O:42])[C:11]2[CH:12]=[CH:13][C:14]([O:17][C:18]3[CH:23]=[CH:22][N:21]=[C:20]4[N:24]([CH2:33][C:34]5[CH:35]=[CH:36][C:37]([O:40][CH3:41])=[CH:38][CH:39]=5)[N:25]=[C:26]([NH:27][C@@H:28]5[CH2:32][CH2:31][N:30]([C:51](=[O:52])/[CH:50]=[CH:49]/[CH2:48][N:47]([CH:44]6[CH2:46][CH2:45]6)[CH3:54])[CH2:29]5)[C:19]=34)=[CH:15][CH:16]=2)[CH:4]=1)#[N:2], predict the reactants needed to synthesize it. (7) Given the product [CH3:13][O:14][C:15]1[CH:16]=[C:17]([NH:27][C:28]2[S:29][CH:2]=[C:3]([C:5]3[CH:10]=[CH:9][CH:8]=[CH:7][C:6]=3[O:11][CH3:12])[N:30]=2)[CH:18]=[CH:19][C:20]=1[N:21]1[CH:25]=[C:24]([CH3:26])[N:23]=[CH:22]1, predict the reactants needed to synthesize it. The reactants are: Br[CH2:2][C:3]([C:5]1[CH:10]=[CH:9][CH:8]=[CH:7][C:6]=1[O:11][CH3:12])=O.[CH3:13][O:14][C:15]1[CH:16]=[C:17]([NH:27][C:28]([NH2:30])=[S:29])[CH:18]=[CH:19][C:20]=1[N:21]1[CH:25]=[C:24]([CH3:26])[N:23]=[CH:22]1. (8) Given the product [ClH:44].[ClH:44].[CH2:39]([C:18]1[N:17]=[N:16][C:15]([O:14][CH:11]2[CH2:12][CH2:13][NH:8][CH2:9][CH2:10]2)=[CH:20][C:19]=1[C:21]1[CH:26]=[CH:25][C:24]([O:27][CH:28]2[CH2:29][CH2:30][CH2:31][CH2:32][CH2:33]2)=[C:23]([C:34]2[O:35][CH:36]=[CH:37][N:38]=2)[CH:22]=1)[CH2:40][CH2:41][CH3:42], predict the reactants needed to synthesize it. The reactants are: C(OC([N:8]1[CH2:13][CH2:12][CH:11]([O:14][C:15]2[N:16]=[N:17][C:18]([CH2:39][CH2:40][CH2:41][CH3:42])=[C:19]([C:21]3[CH:26]=[CH:25][C:24]([O:27][CH:28]4[CH2:33][CH2:32][CH2:31][CH2:30][CH2:29]4)=[C:23]([C:34]4[O:35][CH:36]=[CH:37][N:38]=4)[CH:22]=3)[CH:20]=2)[CH2:10][CH2:9]1)=O)(C)(C)C.C(Cl)[Cl:44].